Dataset: Forward reaction prediction with 1.9M reactions from USPTO patents (1976-2016). Task: Predict the product of the given reaction. (1) Given the reactants C1C2C(COC([CH2:18][C:19]([N:21]3[CH2:25][C@H:24]([F:26])[CH2:23][C@@H:22]3[C:27]([O:29]C)=O)=[O:20])=O)C3C(=CC=CC=3)C=2C=CC=1.[NH:31]1CCCCC1, predict the reaction product. The product is: [F:26][C@H:24]1[CH2:25][N:21]2[C:19](=[O:20])[CH2:18][NH:31][C:27](=[O:29])[CH:22]2[CH2:23]1. (2) Given the reactants Cl.C(N=C=NCCCN(C)C)C.[O:13]=[C:14]1[C:18]([C:25]2[CH:30]=[CH:29][CH:28]=[CH:27][CH:26]=2)([C:19]2[CH:24]=[CH:23][CH:22]=[CH:21][CH:20]=2)[CH2:17][CH2:16][N:15]1[CH2:31][C:32]([OH:34])=O.[O:35]1[CH:39]=[CH:38][N:37]=[C:36]1[CH2:40][NH2:41], predict the reaction product. The product is: [O:35]1[CH:39]=[CH:38][N:37]=[C:36]1[CH2:40][NH:41][C:32](=[O:34])[CH2:31][N:15]1[CH2:16][CH2:17][C:18]([C:25]2[CH:30]=[CH:29][CH:28]=[CH:27][CH:26]=2)([C:19]2[CH:24]=[CH:23][CH:22]=[CH:21][CH:20]=2)[C:14]1=[O:13]. (3) Given the reactants [Cl:1][C:2]1[CH:7]=[CH:6][C:5]([C:8]#[C:9][CH2:10][CH:11]2[CH2:16][CH2:15][N:14]([C:17]([O:19][CH2:20][C:21]([NH:23][CH3:24])=[O:22])=[O:18])[CH2:13][CH2:12]2)=[CH:4][CH:3]=1, predict the reaction product. The product is: [Cl:1][C:2]1[CH:7]=[CH:6][C:5]([CH2:8][CH2:9][CH2:10][CH:11]2[CH2:16][CH2:15][N:14]([C:17]([O:19][CH2:20][C:21]([NH:23][CH3:24])=[O:22])=[O:18])[CH2:13][CH2:12]2)=[CH:4][CH:3]=1. (4) Given the reactants BrC1C=CC([C@@H]([N:10]2[CH2:15][CH2:14][C@:13](CC(O)(C)C)([C:16]3[CH:21]=[CH:20][CH:19]=[CH:18][CH:17]=3)[O:12][C:11]2=[O:27])C)=CC=1.COC1C=C(B2OC(C)(C)C(C)(C)O2)C=CN=1, predict the reaction product. The product is: [C:16]1([CH:13]2[O:12][C:11](=[O:27])[NH:10][CH2:15][CH2:14]2)[CH:17]=[CH:18][CH:19]=[CH:20][CH:21]=1.